This data is from Forward reaction prediction with 1.9M reactions from USPTO patents (1976-2016). The task is: Predict the product of the given reaction. (1) Given the reactants [S:1]1[C:9]2[CH:8]=[CH:7][N:6]=[CH:5][C:4]=2[CH:3]=[CH:2]1.C([Li])CCC.[B:15]([O:24][CH:25]([CH3:27])[CH3:26])([O:20][CH:21]([CH3:23])[CH3:22])OC(C)C.OC(C(O)(C)C)(C)C.Cl, predict the reaction product. The product is: [CH3:27][C:25]1([CH3:26])[C:21]([CH3:22])([CH3:23])[O:20][B:15]([C:2]2[S:1][C:9]3[CH:8]=[CH:7][N:6]=[CH:5][C:4]=3[CH:3]=2)[O:24]1. (2) Given the reactants [H-].[Al+3].[Li+].[H-].[H-].[H-].[NH2:7][C:8]1[CH:16]=[C:15]([Br:17])[C:14]([O:18][CH3:19])=[CH:13][C:9]=1[C:10]([O-])=[O:11], predict the reaction product. The product is: [NH2:7][C:8]1[CH:16]=[C:15]([Br:17])[C:14]([O:18][CH3:19])=[CH:13][C:9]=1[CH2:10][OH:11]. (3) Given the reactants [CH3:1][O:2][CH2:3][C@@H:4]1[CH2:8][N:7]([C:9]([O-:11])=[O:10])[C@H:6]([C:12]2[NH:13][C:14]([C:17]3[CH:22]=[C:21]4[CH2:23][O:24][C:25]5[CH:43]=[C:42]6[C:28]([CH:29]=[CH:30][C:31]7[N:35]=[C:34]([C@@H:36]8[CH2:40][CH2:39][C@H:38]([CH3:41])[NH:37]8)[NH:33][C:32]=76)=[CH:27][C:26]=5[C:20]4=[CH:19][CH:18]=3)=[CH:15][N:16]=2)[CH2:5]1.[CH3:44][O:45][C@H:46]([CH3:56])[C@H:47]([NH:51][C:52]([O:54][CH3:55])=[O:53])[C:48](O)=[O:49].CN(C(ON1N=NC2[CH:68]=[CH:69][CH:70]=NC1=2)=[N+](C)C)C.F[P-](F)(F)(F)(F)F.[CH3:81]CN(C(C)C)C(C)C.C(=O)(O)[O-].[Na+], predict the reaction product. The product is: [CH3:55][O:54][C:52]([NH:51][C@H:47]([C:48]([N:37]1[C@@H:38]([CH3:41])[CH2:39][CH2:40][C@H:36]1[C:34]1[NH:33][C:32]2[C:42]3[C:28]([CH:29]=[CH:30][C:31]=2[N:35]=1)=[CH:27][C:26]1[C:20]2[C:21]([CH2:23][O:24][C:25]=1[CH:43]=3)=[CH:22][C:17]([C:14]1[NH:13][C:12]([C@@H:6]3[CH2:5][C@H:4]([CH2:3][O:2][CH3:1])[CH2:8][N:7]3[C:9]([O:11][C:69]([CH3:68])([CH3:70])[CH3:81])=[O:10])=[N:16][CH:15]=1)=[CH:18][CH:19]=2)=[O:49])[C@@H:46]([CH3:56])[O:45][CH3:44])=[O:53].